This data is from Full USPTO retrosynthesis dataset with 1.9M reactions from patents (1976-2016). The task is: Predict the reactants needed to synthesize the given product. (1) Given the product [Br:1][C:2]1[CH:7]=[CH:6][CH:5]=[C:4]([N+:8]([O-:10])=[O:9])[C:3]=1[O:11][CH3:12], predict the reactants needed to synthesize it. The reactants are: [Br:1][C:2]1[CH:7]=[CH:6][CH:5]=[C:4]([N+:8]([O-:10])=[O:9])[C:3]=1[OH:11].[C:12](=O)([O-])[O-].[K+].[K+].IC. (2) Given the product [Cl:12][C:13]1[CH:19]=[CH:18][C:16]([NH:17][C:7](=[O:9])[C:6]2[CH:10]=[C:2]([Cl:1])[CH:3]=[CH:4][C:5]=2[OH:11])=[C:15]([C:20]([F:21])([F:22])[F:23])[CH:14]=1, predict the reactants needed to synthesize it. The reactants are: [Cl:1][C:2]1[CH:10]=[C:6]([C:7]([OH:9])=O)[C:5]([OH:11])=[CH:4][CH:3]=1.[Cl:12][C:13]1[CH:19]=[CH:18][C:16]([NH2:17])=[C:15]([C:20]([F:23])([F:22])[F:21])[CH:14]=1. (3) Given the product [C:49]1([C:47]2[N:48]=[C:42]3[N:41]=[C:40]([NH:39][C:38]([C:37]4[N:33]([CH3:32])[N:34]=[CH:35][C:36]=4[C:56]([N:16]4[CH2:13][CH2:12][CH2:11]4)=[O:57])=[O:55])[CH:45]=[CH:44][N:43]3[CH:46]=2)[CH:50]=[CH:51][CH:52]=[CH:53][CH:54]=1, predict the reactants needed to synthesize it. The reactants are: CN(C(O[N:16]1N=[N:16][C:11]2[CH:12]=[CH:13][CH:13]=[CH:12][C:11]1=2)=[N+](C)C)C.[B-](F)(F)(F)F.C(N(C(C)C)CC)(C)C.[CH3:32][N:33]1[C:37]([C:38](=[O:55])[NH:39][C:40]2[CH:45]=[CH:44][N:43]3[CH:46]=[C:47]([C:49]4[CH:54]=[CH:53][CH:52]=[CH:51][CH:50]=4)[N:48]=[C:42]3[N:41]=2)=[C:36]([C:56](O)=[O:57])[CH:35]=[N:34]1.N1CCC1.